Dataset: TCR-epitope binding with 47,182 pairs between 192 epitopes and 23,139 TCRs. Task: Binary Classification. Given a T-cell receptor sequence (or CDR3 region) and an epitope sequence, predict whether binding occurs between them. (1) The epitope is KLSYGIATV. The TCR CDR3 sequence is CASSEIYEQYF. Result: 1 (the TCR binds to the epitope). (2) The epitope is DPFRLLQNSQVFS. The TCR CDR3 sequence is CAWKGLGYSYEQYF. Result: 0 (the TCR does not bind to the epitope). (3) The epitope is ILKEPVHGV. The TCR CDR3 sequence is CASSLDGGETQYF. Result: 1 (the TCR binds to the epitope). (4) The epitope is KLWAQCVQL. The TCR CDR3 sequence is CASSLMVAGSSGNTIYF. Result: 0 (the TCR does not bind to the epitope). (5) The epitope is ELAGIGILTV. The TCR CDR3 sequence is CASSLAVAGVQETQYF. Result: 1 (the TCR binds to the epitope). (6) The epitope is GTSGSPIINR. The TCR CDR3 sequence is CASSLGPEVELFF. Result: 1 (the TCR binds to the epitope). (7) The epitope is FLRGRAYGL. The TCR CDR3 sequence is CSVELLAGHTDTQYF. Result: 0 (the TCR does not bind to the epitope).